This data is from NCI-60 drug combinations with 297,098 pairs across 59 cell lines. The task is: Regression. Given two drug SMILES strings and cell line genomic features, predict the synergy score measuring deviation from expected non-interaction effect. (1) Drug 1: CC1CCC2CC(C(=CC=CC=CC(CC(C(=O)C(C(C(=CC(C(=O)CC(OC(=O)C3CCCCN3C(=O)C(=O)C1(O2)O)C(C)CC4CCC(C(C4)OC)O)C)C)O)OC)C)C)C)OC. Drug 2: CCC1=C2CN3C(=CC4=C(C3=O)COC(=O)C4(CC)O)C2=NC5=C1C=C(C=C5)O. Cell line: OVCAR-4. Synergy scores: CSS=2.94, Synergy_ZIP=-1.67, Synergy_Bliss=-0.742, Synergy_Loewe=-0.449, Synergy_HSA=0.0308. (2) Drug 1: CC1=C(C=C(C=C1)NC(=O)C2=CC=C(C=C2)CN3CCN(CC3)C)NC4=NC=CC(=N4)C5=CN=CC=C5. Drug 2: CCC1=C2CN3C(=CC4=C(C3=O)COC(=O)C4(CC)O)C2=NC5=C1C=C(C=C5)O. Cell line: MOLT-4. Synergy scores: CSS=68.2, Synergy_ZIP=12.0, Synergy_Bliss=11.9, Synergy_Loewe=-11.8, Synergy_HSA=7.94. (3) Drug 1: C1=CC(=CC=C1C#N)C(C2=CC=C(C=C2)C#N)N3C=NC=N3. Drug 2: CN(CC1=CN=C2C(=N1)C(=NC(=N2)N)N)C3=CC=C(C=C3)C(=O)NC(CCC(=O)O)C(=O)O. Cell line: 786-0. Synergy scores: CSS=67.3, Synergy_ZIP=24.3, Synergy_Bliss=20.3, Synergy_Loewe=3.68, Synergy_HSA=21.1.